Predict which catalyst facilitates the given reaction. From a dataset of Catalyst prediction with 721,799 reactions and 888 catalyst types from USPTO. (1) Reactant: ClCCl.[Br:4][C:5]1[CH:6]=[C:7]([CH:12]=[C:13]([CH2:16][CH2:17][CH2:18][O:19][Si:20]([CH:27]([CH3:29])[CH3:28])([CH:24]([CH3:26])[CH3:25])[CH:21]([CH3:23])[CH3:22])[C:14]=1[CH3:15])[C:8](OC)=[O:9]. Product: [Br:4][C:5]1[CH:6]=[C:7]([CH2:8][OH:9])[CH:12]=[C:13]([CH2:16][CH2:17][CH2:18][O:19][Si:20]([CH:21]([CH3:23])[CH3:22])([CH:24]([CH3:25])[CH3:26])[CH:27]([CH3:29])[CH3:28])[C:14]=1[CH3:15]. The catalyst class is: 28. (2) Product: [Cl:12][C:13]1[CH:14]=[C:15]([C:20]2([C:33]([F:35])([F:34])[F:36])[O:24][N:23]=[C:22]([C:25]3[CH:30]=[CH:29][C:28]([N:7]4[CH:11]=[CH:10][CH:9]=[N:8]4)=[C:27]([CH3:32])[CH:26]=3)[CH2:21]2)[CH:16]=[C:17]([Cl:19])[CH:18]=1. Reactant: C(=O)([O-])[O-].[K+].[K+].[NH:7]1[CH:11]=[CH:10][CH:9]=[N:8]1.[Cl:12][C:13]1[CH:14]=[C:15]([C:20]2([C:33]([F:36])([F:35])[F:34])[O:24][N:23]=[C:22]([C:25]3[CH:30]=[CH:29][C:28](F)=[C:27]([CH3:32])[CH:26]=3)[CH2:21]2)[CH:16]=[C:17]([Cl:19])[CH:18]=1. The catalyst class is: 9. (3) Reactant: [NH:1]1[CH2:9][CH2:8][CH:4]([C:5]([NH2:7])=[O:6])[CH2:3][CH2:2]1.C(=O)([O-])[O-].[K+].[K+].I[CH2:17][CH2:18][CH:19]([CH3:28])[O:20][CH2:21][C:22]1[CH:27]=[CH:26][CH:25]=[CH:24][CH:23]=1. Product: [C:22]1([CH2:21][O:20][CH:19]([CH3:28])[CH2:18][CH2:17][N:1]2[CH2:9][CH2:8][CH:4]([C:5]([NH2:7])=[O:6])[CH2:3][CH2:2]2)[CH:27]=[CH:26][CH:25]=[CH:24][CH:23]=1. The catalyst class is: 13.